From a dataset of Reaction yield outcomes from USPTO patents with 853,638 reactions. Predict the reaction yield, written as a fraction of the theoretical maximum amount of product (1.0 means a 100% yield; for example, 0.34 means a 34% yield). The reactants are [CH3:1][C:2]1[CH:11]=[C:10]([NH:12][C:13]2[CH:14]=[C:15]([CH:33]=[CH:34][CH:35]=2)[C:16]([NH:18][NH:19][C:20](=[O:32])[CH2:21][N:22]2[CH2:31][CH2:30][C:29]3[C:24](=[CH:25][CH:26]=[CH:27][CH:28]=3)[CH2:23]2)=O)[C:9]2[C:4](=[CH:5][CH:6]=[CH:7][CH:8]=2)[N:3]=1. The catalyst is P(Cl)(Cl)(Cl)=O. The product is [CH2:23]1[C:24]2[C:29](=[CH:28][CH:27]=[CH:26][CH:25]=2)[CH2:30][CH2:31][N:22]1[CH2:21][C:20]1[O:32][C:16]([C:15]2[CH:14]=[C:13]([NH:12][C:10]3[C:9]4[C:4](=[CH:5][CH:6]=[CH:7][CH:8]=4)[N:3]=[C:2]([CH3:1])[CH:11]=3)[CH:35]=[CH:34][CH:33]=2)=[N:18][N:19]=1. The yield is 0.370.